This data is from Full USPTO retrosynthesis dataset with 1.9M reactions from patents (1976-2016). The task is: Predict the reactants needed to synthesize the given product. (1) Given the product [CH2:22]([N:21]([CH2:20][C:18]1[S:19][C:15]([C:13]2[O:12][N:11]=[C:10]([C:7]3[CH:8]=[CH:9][C:4]([CH2:35][CH:36]([OH:37])[CH2:38][OH:31])=[CH:5][CH:6]=3)[N:14]=2)=[CH:16][C:17]=1[CH3:26])[CH2:24][CH3:25])[CH3:23], predict the reactants needed to synthesize it. The reactants are: C([C:4]1[CH:9]=[CH:8][C:7]([C:10]2[N:14]=[C:13]([C:15]3[S:19][C:18]([CH2:20][N:21]([CH2:24][CH3:25])[CH2:22][CH3:23])=[C:17]([CH3:26])[CH:16]=3)[O:12][N:11]=2)=[CH:6][CH:5]=1)C=C.C[N+]1([O-])CC[O:31]CC1.[CH3:35][C:36]([CH3:38])=[O:37]. (2) The reactants are: [N:1]1([C:7]2[N:12]=[CH:11][NH:10][C:9](=[O:13])[CH:8]=2)[CH2:6][CH2:5][NH:4][CH2:3][CH2:2]1.[C:14]1([C:20]2[CH:27]=[CH:26][CH:25]=[CH:24][C:21]=2[CH:22]=O)[CH:19]=[CH:18][CH:17]=[CH:16][CH:15]=1. Given the product [C:20]1([C:14]2[CH:15]=[CH:16][CH:17]=[CH:18][CH:19]=2)[CH:27]=[CH:26][CH:25]=[CH:24][C:21]=1[CH2:22][N:4]1[CH2:5][CH2:6][N:1]([C:7]2[N:12]=[CH:11][NH:10][C:9](=[O:13])[CH:8]=2)[CH2:2][CH2:3]1, predict the reactants needed to synthesize it. (3) Given the product [Br:1][C:2]1[CH:18]=[CH:17][C:5]2[N:6]=[C:7]([C:9]3[CH:10]=[CH:11][C:12]([OH:15])=[CH:13][CH:14]=3)[S:8][C:4]=2[CH:3]=1, predict the reactants needed to synthesize it. The reactants are: [Br:1][C:2]1[CH:18]=[CH:17][C:5]2[N:6]=[C:7]([C:9]3[CH:14]=[CH:13][C:12]([O:15]C)=[CH:11][CH:10]=3)[S:8][C:4]=2[CH:3]=1. (4) Given the product [N:1]1([C:7](=[O:15])[CH2:8][N:9]2[CH2:10][CH2:11][N:12]([C:21]([Cl:23])=[O:22])[CH2:13][CH2:14]2)[CH2:2][CH2:3][O:4][CH2:5][CH2:6]1, predict the reactants needed to synthesize it. The reactants are: [N:1]1([C:7](=[O:15])[CH2:8][N:9]2[CH2:14][CH2:13][NH:12][CH2:11][CH2:10]2)[CH2:6][CH2:5][O:4][CH2:3][CH2:2]1.C(=O)(O)[O-].[Na+].[C:21](Cl)([Cl:23])=[O:22].